This data is from NCI-60 drug combinations with 297,098 pairs across 59 cell lines. The task is: Regression. Given two drug SMILES strings and cell line genomic features, predict the synergy score measuring deviation from expected non-interaction effect. (1) Drug 1: C(CN)CNCCSP(=O)(O)O. Drug 2: CC1C(C(CC(O1)OC2CC(CC3=C2C(=C4C(=C3O)C(=O)C5=CC=CC=C5C4=O)O)(C(=O)C)O)N)O. Cell line: SNB-75. Synergy scores: CSS=47.4, Synergy_ZIP=2.77, Synergy_Bliss=3.62, Synergy_Loewe=-55.9, Synergy_HSA=4.86. (2) Drug 1: C1CC(C1)(C2=CC=C(C=C2)C3=C(C=C4C(=N3)C=CN5C4=NNC5=O)C6=CC=CC=C6)N. Drug 2: CCC1=C2CN3C(=CC4=C(C3=O)COC(=O)C4(CC)O)C2=NC5=C1C=C(C=C5)O. Cell line: UACC62. Synergy scores: CSS=49.4, Synergy_ZIP=5.15, Synergy_Bliss=5.37, Synergy_Loewe=6.15, Synergy_HSA=11.3.